Dataset: Forward reaction prediction with 1.9M reactions from USPTO patents (1976-2016). Task: Predict the product of the given reaction. (1) Given the reactants C(OC([N:8]1[C:16]2[C:11](=[C:12]([C:18]#[C:19][C:20]([C:22]3[N:23](C(OC(C)(C)C)=O)[CH:24]=[CH:25][CH:26]=3)=O)[C:13]([F:17])=[CH:14][CH:15]=2)[CH:10]=[C:9]1[O:34]C(OC(C)(C)C)=O)=O)(C)(C)C.[OH:42][CH:43]1[CH2:48][CH2:47][NH:46][CH2:45][CH2:44]1.[H-].[Na+], predict the reaction product. The product is: [F:17][C:13]1[C:12]2[C:11]3[C:16](=[CH:15][CH:14]=1)[NH:8][C:9](=[O:34])[C:10]=3[C:20]([C:22]1[NH:23][CH:24]=[CH:25][CH:26]=1)=[CH:19][C:18]=2[N:46]1[CH2:47][CH2:48][CH:43]([OH:42])[CH2:44][CH2:45]1. (2) Given the reactants [OH:1][C:2]1[C:7]([CH2:8][CH2:9][CH3:10])=[C:6]([OH:11])[CH:5]=[CH:4][C:3]=1[C:12](=[O:14])[CH3:13].O[CH2:16][C:17]1[CH:22]=[CH:21][C:20]([CH:23]([O:32][CH:33]2[CH2:38][CH2:37][CH2:36][CH2:35][O:34]2)[C:24]2[CH:25]=[C:26]([CH:29]=[CH:30][CH:31]=2)[C:27]#[N:28])=[CH:19][CH:18]=1.N(C(N1CCCCC1)=O)=NC(N1CCCCC1)=O.C(P(CCCC)CCCC)CCC, predict the reaction product. The product is: [C:12]([C:3]1[CH:4]=[CH:5][C:6]([O:11][CH2:16][C:17]2[CH:18]=[CH:19][C:20]([CH:23]([O:32][CH:33]3[CH2:38][CH2:37][CH2:36][CH2:35][O:34]3)[C:24]3[CH:25]=[C:26]([CH:29]=[CH:30][CH:31]=3)[C:27]#[N:28])=[CH:21][CH:22]=2)=[C:7]([CH2:8][CH2:9][CH3:10])[C:2]=1[OH:1])(=[O:14])[CH3:13]. (3) Given the reactants [N+:1]([C:4]1[CH:5]=[N:6][C:7]2[C:12]([C:13]=1O)=[CH:11][CH:10]=[CH:9][CH:8]=2)([O-:3])=[O:2].CN(C=O)C.S(Cl)(Cl)=O.[C:24]([O:28][C:29](=[O:35])[NH:30][CH2:31][CH2:32][CH2:33][NH2:34])([CH3:27])([CH3:26])[CH3:25], predict the reaction product. The product is: [N+:1]([C:4]1[CH:5]=[N:6][C:7]2[C:12]([C:13]=1[NH:34][CH2:33][CH2:32][CH2:31][NH:30][C:29](=[O:35])[O:28][C:24]([CH3:26])([CH3:25])[CH3:27])=[CH:11][CH:10]=[CH:9][CH:8]=2)([O-:3])=[O:2]. (4) The product is: [C:1]([O:5][C:6]([NH:8][C@H:9]([C:24]([O:26][CH3:27])=[O:25])[CH2:10][C:11]1[C:19]2[C:14](=[CH:15][CH:16]=[CH:17][CH:18]=2)[N:13]([CH2:20][CH2:21][CH2:22][CH3:23])[CH:12]=1)=[O:7])([CH3:2])([CH3:3])[CH3:4]. Given the reactants [C:1]([O:5][C:6]([NH:8][C@H:9]([C:24]([OH:26])=[O:25])[CH2:10][C:11]1[C:19]2[C:14](=[CH:15][CH:16]=[CH:17][CH:18]=2)[N:13]([CH2:20][CH2:21][CH2:22][CH3:23])[CH:12]=1)=[O:7])([CH3:4])([CH3:3])[CH3:2].[C:27](=O)([O-])[O-].[K+].[K+].IC, predict the reaction product. (5) Given the reactants [Br:1][C:2]1[CH:18]=[CH:17][C:5]2[C:6]3[N:7]([CH:11]=[C:12]([C:14]([NH2:16])=O)[N:13]=3)[CH2:8][CH2:9][O:10][C:4]=2[CH:3]=1.[CH3:19]OC(OC)N(C)C.COCCOC.Cl.[CH:34]([NH:37][NH2:38])([CH3:36])[CH3:35], predict the reaction product. The product is: [Br:1][C:2]1[CH:18]=[CH:17][C:5]2[C:6]3[N:7]([CH:11]=[C:12]([C:14]4[N:37]([CH:34]([CH3:36])[CH3:35])[N:38]=[CH:19][N:16]=4)[N:13]=3)[CH2:8][CH2:9][O:10][C:4]=2[CH:3]=1.